From a dataset of Full USPTO retrosynthesis dataset with 1.9M reactions from patents (1976-2016). Predict the reactants needed to synthesize the given product. (1) Given the product [CH2:1]([O:5][C:6](=[O:21])[C@@H:7]([NH:13][C:14]([O:16][C:17]([CH3:18])([CH3:20])[CH3:19])=[O:15])[CH2:8][CH2:9][N:10]([CH3:11])[CH3:12])[CH:2]([CH3:4])[CH3:3].[CH2:1]([O:5][C:6](=[O:21])[C@@H:7]([NH2:13])[CH2:8][CH2:9][N:10]([CH3:11])[CH3:12])[CH:2]([CH3:4])[CH3:3], predict the reactants needed to synthesize it. The reactants are: [CH2:1]([O:5][C:6](=[O:21])[C@@H:7]([NH:13][C:14]([O:16][C:17]([CH3:20])([CH3:19])[CH3:18])=[O:15])[CH2:8][CH2:9][N:10]([CH3:12])[CH3:11])[CH:2]([CH3:4])[CH3:3].[O-]S(C(F)(F)F)(=O)=O.[Sn+2].[O-]S(C(F)(F)F)(=O)=O. (2) Given the product [Cl:22][C:9]1[CH:10]=[CH:11][C:12]([O:17][C:18]([F:21])([F:20])[F:19])=[C:13]([CH2:15][OH:16])[CH:14]=1, predict the reactants needed to synthesize it. The reactants are: N(OC(C)(C)C)=O.N[C:9]1[CH:10]=[CH:11][C:12]([O:17][C:18]([F:21])([F:20])[F:19])=[C:13]([CH2:15][OH:16])[CH:14]=1.[ClH:22]. (3) Given the product [I:29][C:20]1[C:21]([O:27][CH3:28])=[C:22]([O:25][CH3:26])[CH:23]=[CH:24][C:19]=1[C:3]1[C:8]([CH:9]([CH3:11])[CH3:10])=[CH:7][C:6]([CH:12]([CH3:14])[CH3:13])=[C:5]([C:3]2[CH:8]=[CH:7][CH:6]=[CH:5][CH:4]=2)[C:4]=1[CH:15]([CH3:17])[CH3:16], predict the reactants needed to synthesize it. The reactants are: [Mg].Br[C:3]1[C:8]([CH:9]([CH3:11])[CH3:10])=[CH:7][C:6]([CH:12]([CH3:14])[CH3:13])=[CH:5][C:4]=1[CH:15]([CH3:17])[CH3:16].Br[C:19]1[CH:24]=[CH:23][C:22]([O:25][CH3:26])=[C:21]([O:27][CH3:28])[C:20]=1[I:29].II. (4) The reactants are: [Cl:1][C:2]1[C:3]2[N:4]([C:16]([CH3:19])=[CH:17][CH:18]=2)[C:5]([C:8]([N:10]2[CH2:15][CH2:14][O:13][CH2:12][CH2:11]2)=[O:9])=[CH:6][N:7]=1.[Cl:20][C:21]1[CH:27]=[CH:26][C:24]([NH2:25])=[C:23]([F:28])[CH:22]=1. Given the product [ClH:1].[Cl:20][C:21]1[CH:27]=[CH:26][C:24]([NH:25][C:2]2[C:3]3[N:4]([C:16]([CH3:19])=[CH:17][CH:18]=3)[C:5]([C:8]([N:10]3[CH2:15][CH2:14][O:13][CH2:12][CH2:11]3)=[O:9])=[CH:6][N:7]=2)=[C:23]([F:28])[CH:22]=1, predict the reactants needed to synthesize it.